This data is from Forward reaction prediction with 1.9M reactions from USPTO patents (1976-2016). The task is: Predict the product of the given reaction. Given the reactants Br[C:2]1[CH:7]=[CH:6][CH:5]=[CH:4][C:3]=1[CH2:8][C:9]([OH:11])=[O:10].[N+:12]([C:15]1[CH:16]=[C:17]([CH:19]=[CH:20][C:21]=1[Cl:22])[NH2:18])([O-:14])=[O:13], predict the reaction product. The product is: [N+:12]([C:15]1[CH:16]=[C:17]([NH:18][C:2]2[CH:7]=[CH:6][CH:5]=[CH:4][C:3]=2[CH2:8][C:9]([OH:11])=[O:10])[CH:19]=[CH:20][C:21]=1[Cl:22])([O-:14])=[O:13].